This data is from Full USPTO retrosynthesis dataset with 1.9M reactions from patents (1976-2016). The task is: Predict the reactants needed to synthesize the given product. Given the product [F:1][C:2]1[CH:7]=[CH:6][C:5]([C:8]2[CH:13]=[C:12]([CH3:14])[N:11]=[CH:10][C:9]=2[N:15]([CH3:29])[C:16]([C:17]2[CH:18]=[C:19]([S:27][CH2:33][CH2:34][CH2:35][CH2:36][C:37]([OH:39])=[O:38])[CH:20]=[C:21]([C:23]([F:26])([F:25])[F:24])[CH:22]=2)=[O:28])=[C:4]([O:30][CH3:31])[CH:3]=1, predict the reactants needed to synthesize it. The reactants are: [F:1][C:2]1[CH:7]=[CH:6][C:5]([C:8]2[CH:13]=[C:12]([CH3:14])[N:11]=[CH:10][C:9]=2[N:15]([CH3:29])[C:16](=[O:28])[C:17]2[CH:22]=[C:21]([C:23]([F:26])([F:25])[F:24])[CH:20]=[C:19]([SH:27])[CH:18]=2)=[C:4]([O:30][CH3:31])[CH:3]=1.Br[CH2:33][CH2:34][CH2:35][CH2:36][C:37]([OH:39])=[O:38].CCN(C(C)C)C(C)C.[NH4+].[Cl-].